Dataset: Reaction yield outcomes from USPTO patents with 853,638 reactions. Task: Predict the reaction yield, written as a fraction of the theoretical maximum amount of product (1.0 means a 100% yield; for example, 0.34 means a 34% yield). (1) The reactants are [C:1]([CH:5]1[CH2:10][CH:9]([C:11]([CH3:14])([CH3:13])[CH3:12])[CH2:8][CH2:7][C:6]1=[O:15])([CH3:4])([CH3:3])[CH3:2].[H-].[Al+3].[Li+].[H-].[H-].[H-].Cl. The catalyst is CCOCC. The product is [C:1]([CH:5]1[CH2:10][CH:9]([C:11]([CH3:14])([CH3:13])[CH3:12])[CH2:8][CH2:7][CH:6]1[OH:15])([CH3:4])([CH3:3])[CH3:2]. The yield is 0.880. (2) The reactants are C[Al](C)C.[I:5][C:6]1[N:15]([S:16]([C:19]2[CH:24]=[CH:23][CH:22]=[CH:21][CH:20]=2)(=[O:18])=[O:17])[C:9]2=[N:10][CH:11]=[C:12]([NH2:14])[CH:13]=[C:8]2[CH:7]=1.[F:25][C:26]1[C:35]([N:36]([S:43]([CH2:46][CH2:47][CH3:48])(=[O:45])=[O:44])[S:37]([CH2:40][CH2:41][CH3:42])(=[O:39])=[O:38])=[CH:34][CH:33]=[C:32]([F:49])[C:27]=1[C:28](OC)=[O:29]. The catalyst is C1(C)C=CC=CC=1.C(OCC)(=O)C. The product is [F:25][C:26]1[C:35]([N:36]([S:37]([CH2:40][CH2:41][CH3:42])(=[O:39])=[O:38])[S:43]([CH2:46][CH2:47][CH3:48])(=[O:44])=[O:45])=[CH:34][CH:33]=[C:32]([F:49])[C:27]=1[C:28]([NH:14][C:12]1[CH:13]=[C:8]2[CH:7]=[C:6]([I:5])[N:15]([S:16]([C:19]3[CH:24]=[CH:23][CH:22]=[CH:21][CH:20]=3)(=[O:17])=[O:18])[C:9]2=[N:10][CH:11]=1)=[O:29]. The yield is 0.870. (3) The reactants are [C:1]([Si:5](Cl)([CH3:7])[CH3:6])([CH3:4])([CH3:3])[CH3:2].[C:9]([O:13][C:14]([N:16]([CH3:26])[CH2:17][CH:18]([OH:25])[C:19](=[CH2:24])[C:20]([O:22][CH3:23])=[O:21])=[O:15])([CH3:12])([CH3:11])[CH3:10].N1C=CN=C1. The product is [C:9]([O:13][C:14]([N:16]([CH3:26])[CH2:17][CH:18]([O:25][Si:5]([C:1]([CH3:4])([CH3:3])[CH3:2])([CH3:7])[CH3:6])[C:19](=[CH2:24])[C:20]([O:22][CH3:23])=[O:21])=[O:15])([CH3:11])([CH3:10])[CH3:12]. The catalyst is ClCCl. The yield is 0.920.